Dataset: Forward reaction prediction with 1.9M reactions from USPTO patents (1976-2016). Task: Predict the product of the given reaction. (1) The product is: [C:15]([NH:19][C:2]1[C:11]2[C:6](=[C:7]([N+:12]([O-:14])=[O:13])[CH:8]=[CH:9][CH:10]=2)[N:5]=[CH:4][N:3]=1)([CH3:18])([CH3:17])[CH3:16]. Given the reactants Cl[C:2]1[C:11]2[C:6](=[C:7]([N+:12]([O-:14])=[O:13])[CH:8]=[CH:9][CH:10]=2)[N:5]=[CH:4][N:3]=1.[C:15]([NH2:19])([CH3:18])([CH3:17])[CH3:16], predict the reaction product. (2) Given the reactants [C:1]([C:9]1[C:17]2[N:16]=[C:15]([CH:18]3[CH2:20][CH2:19]3)[N:14](C(OC(C)(C)C)=O)[C:13]=2[CH:12]=[C:11]([C:28]2[C:29]([CH3:34])=[N:30][O:31][C:32]=2[CH3:33])[CH:10]=1)(=[O:8])[C:2]1[CH:7]=[CH:6][CH:5]=[CH:4][CH:3]=1.[CH3:35][C:36]1[N:41]=[C:40]([Mg]Br)[CH:39]=[CH:38][CH:37]=1, predict the reaction product. The product is: [CH:18]1([C:15]2[NH:14][C:13]3[CH:12]=[C:11]([C:28]4[C:29]([CH3:34])=[N:30][O:31][C:32]=4[CH3:33])[CH:10]=[C:9]([C:1]([C:40]4[CH:39]=[CH:38][CH:37]=[C:36]([CH3:35])[N:41]=4)([C:2]4[CH:3]=[CH:4][CH:5]=[CH:6][CH:7]=4)[OH:8])[C:17]=3[N:16]=2)[CH2:19][CH2:20]1. (3) Given the reactants Cl.[CH3:2][NH:3][O:4][CH3:5].[CH2:6]([N:13]1[CH2:18][CH2:17][CH:16]([C:19]([O:21]C)=O)[CH2:15][CH2:14]1)[C:7]1[CH:12]=[CH:11][CH:10]=[CH:9][CH:8]=1.C([Mg]Br)(C)C.[Cl-].[NH4+], predict the reaction product. The product is: [CH2:6]([N:13]1[CH2:14][CH2:15][CH:16]([C:19]([N:3]([O:4][CH3:5])[CH3:2])=[O:21])[CH2:17][CH2:18]1)[C:7]1[CH:8]=[CH:9][CH:10]=[CH:11][CH:12]=1. (4) The product is: [C:1]1([N:7]2[C:16](=[S:28])[C:15]3[C:10](=[CH:11][CH:12]=[CH:13][CH:14]=3)[NH:9][C:8]2=[S:18])[CH:6]=[CH:5][CH:4]=[CH:3][CH:2]=1. Given the reactants [C:1]1([N:7]2[C:16](=O)[C:15]3[C:10](=[CH:11][CH:12]=[CH:13][CH:14]=3)[NH:9][C:8]2=[S:18])[CH:6]=[CH:5][CH:4]=[CH:3][CH:2]=1.COC1C=CC(P2(SP(C3C=CC(OC)=CC=3)(=S)S2)=[S:28])=CC=1, predict the reaction product. (5) Given the reactants [CH3:1][S:2]([N:5]1[CH2:10][CH2:9][CH2:8][C@H:7]([NH:11][C:12]2[C:17]([C:18]3[N:19]=[C:20]4[CH:26]=[CH:25][N:24](COCC[Si](C)(C)C)[C:21]4=[N:22][CH:23]=3)=[CH:16][N:15]=[C:14](S(C)(=O)=O)[N:13]=2)[CH2:6]1)(=[O:4])=[O:3].[CH2:39]([NH2:42])[CH2:40][NH2:41].CS(C)(=O)=O, predict the reaction product. The product is: [NH2:41][CH2:40][CH2:39][NH:42][C:14]1[N:13]=[C:12]([NH:11][C@H:7]2[CH2:8][CH2:9][CH2:10][N:5]([S:2]([CH3:1])(=[O:4])=[O:3])[CH2:6]2)[C:17]([C:18]2[N:19]=[C:20]3[CH:26]=[CH:25][NH:24][C:21]3=[N:22][CH:23]=2)=[CH:16][N:15]=1. (6) Given the reactants Br[C:2]1[CH:3]=[C:4]([CH:17]=[CH:18][C:19]=1[Cl:20])[C:5]([N:7]([C:9]1[CH:14]=[CH:13][CH:12]=[CH:11][C:10]=1[O:15][CH3:16])[CH3:8])=[O:6].[B:21]1([B:21]2[O:25][C:24]([CH3:27])([CH3:26])[C:23]([CH3:29])([CH3:28])[O:22]2)[O:25][C:24]([CH3:27])([CH3:26])[C:23]([CH3:29])([CH3:28])[O:22]1.C([O-])(=O)C.[K+].C(Cl)Cl, predict the reaction product. The product is: [Cl:20][C:19]1[CH:18]=[CH:17][C:4]([C:5]([N:7]([C:9]2[CH:14]=[CH:13][CH:12]=[CH:11][C:10]=2[O:15][CH3:16])[CH3:8])=[O:6])=[CH:3][C:2]=1[B:21]1[O:25][C:24]([CH3:27])([CH3:26])[C:23]([CH3:29])([CH3:28])[O:22]1. (7) Given the reactants [CH3:20][O:19][C:17]([C:16]1[CH:21]=[CH:22][C:13]([S:12][S:12][C:13]2[CH:22]=[CH:21][C:16]([C:17]([O:19][CH3:20])=[O:18])=[CH:15][C:14]=2[N+:23]([O-])=O)=[C:14]([N+:23]([O-])=O)[CH:15]=1)=[O:18].[CH3:29][C:30](OCC1C2C(=CC=CC=2)C(COC(C)=O)=C2C=1C=CC=C2)=O, predict the reaction product. The product is: [CH3:29][C:30]1[S:12][C:13]2[CH:22]=[CH:21][C:16]([C:17]([O:19][CH3:20])=[O:18])=[CH:15][C:14]=2[N:23]=1.